Dataset: Catalyst prediction with 721,799 reactions and 888 catalyst types from USPTO. Task: Predict which catalyst facilitates the given reaction. Reactant: [C:1]([N:8]1[C:16]2[C:11](=[CH:12][CH:13]=[C:14]([NH2:17])[CH:15]=2)[CH:10]=[N:9]1)([O:3][C:4]([CH3:7])([CH3:6])[CH3:5])=[O:2].N1C=CC=CC=1.[N+:24]([C:27]1[CH:35]=[CH:34][CH:33]=[CH:32][C:28]=1[C:29](Cl)=[O:30])([O-:26])=[O:25]. Product: [C:1]([N:8]1[C:16]2[C:11](=[CH:12][CH:13]=[C:14]([NH:17][C:29](=[O:30])[C:28]3[CH:32]=[CH:33][CH:34]=[CH:35][C:27]=3[N+:24]([O-:26])=[O:25])[CH:15]=2)[CH:10]=[N:9]1)([O:3][C:4]([CH3:7])([CH3:6])[CH3:5])=[O:2]. The catalyst class is: 4.